This data is from Forward reaction prediction with 1.9M reactions from USPTO patents (1976-2016). The task is: Predict the product of the given reaction. The product is: [CH3:33][C:34]1[CH:39]=[C:38]([CH3:40])[CH:37]=[CH:36][C:35]=1[C:41]1[C:42]2[N:43]([C:47]([NH:3][C:6](=[O:55])[O:12][C:8]([CH3:11])([CH3:10])[CH3:9])=[C:48]([CH2:50][CH3:51])[N:49]=2)[N:44]=[CH:45][CH:46]=1. Given the reactants C([N:3]([CH2:6]C)CC)C.[C:8]([OH:12])([CH3:11])([CH3:10])[CH3:9].C1(C2C(C3C=CC=CC=3)=C(N=[N+]=[N-])PC=2)C=CC=CC=1.[CH3:33][C:34]1[CH:39]=[C:38]([CH3:40])[CH:37]=[CH:36][C:35]=1[C:41]1[C:42]2[N:43]([C:47](C(O)=O)=[C:48]([CH2:50][CH3:51])[N:49]=2)[N:44]=[CH:45][CH:46]=1.[OH2:55], predict the reaction product.